From a dataset of Acute oral toxicity (LD50) regression data from Zhu et al.. Regression/Classification. Given a drug SMILES string, predict its toxicity properties. Task type varies by dataset: regression for continuous values (e.g., LD50, hERG inhibition percentage) or binary classification for toxic/non-toxic outcomes (e.g., AMES mutagenicity, cardiotoxicity, hepatotoxicity). Dataset: ld50_zhu. (1) The molecule is CC(=O)OCCOCCOCCOC(C)=O. The rat oral LD50 is 1.02, given as -log10 of the dose in mol/kg body weight (higher means more acutely toxic). (2) The molecule is COP(=S)(OC)Oc1ccc([N+](=O)[O-])cc1Cl. The rat oral LD50 is 3.02, given as -log10 of the dose in mol/kg body weight (higher means more acutely toxic). (3) The compound is CCC(C)CC(C)C=C(C)C1OC(c2c(O)c(C3C(O)C(O)C(O)C3O)cn(C)c2=O)CC=C1C. The rat oral LD50 is 4.99, given as -log10 of the dose in mol/kg body weight (higher means more acutely toxic). (4) The drug is COCCOc1nnc(CSP(=S)(OC)OC)s1. The rat oral LD50 is 2.97, given as -log10 of the dose in mol/kg body weight (higher means more acutely toxic). (5) The rat oral LD50 is 1.47, given as -log10 of the dose in mol/kg body weight (higher means more acutely toxic). The drug is O=c1ccc(=O)[nH][nH]1. (6) The drug is CC(C=O)Cc1ccc(C(C)C)cc1. The rat oral LD50 is 1.70, given as -log10 of the dose in mol/kg body weight (higher means more acutely toxic).